Dataset: Reaction yield outcomes from USPTO patents with 853,638 reactions. Task: Predict the reaction yield, written as a fraction of the theoretical maximum amount of product (1.0 means a 100% yield; for example, 0.34 means a 34% yield). (1) The product is [CH:1]1([N:7]2[C:12](=[O:13])[CH2:11][CH:9]([C:8]([O:17][CH3:18])=[O:16])[CH2:10]2)[CH2:6][CH2:5][CH2:4][CH2:3][CH2:2]1. The yield is 0.820. The catalyst is CO. The reactants are [CH:1]1([NH2:7])[CH2:6][CH2:5][CH2:4][CH2:3][CH2:2]1.[C:8]([O:17][CH3:18])(=[O:16])[C:9]([CH2:11][C:12](OC)=[O:13])=[CH2:10]. (2) The reactants are [N:1]1([C:7]([C:9]2[S:10][CH:11]=[CH:12][CH:13]=2)=[O:8])[CH2:6][CH2:5][NH:4][CH2:3][CH2:2]1.Cl[C:15]1[C:24]2[C:19](=[CH:20][CH:21]=[C:22]([CH3:25])[CH:23]=2)[NH:18][C:17](=[O:26])[C:16]=1[C:27]#[N:28]. The catalyst is C1(C)C=CC=CC=1. The product is [CH3:25][C:22]1[CH:23]=[C:24]2[C:19](=[CH:20][CH:21]=1)[NH:18][C:17](=[O:26])[C:16]([C:27]#[N:28])=[C:15]2[N:4]1[CH2:5][CH2:6][N:1]([C:7]([C:9]2[S:10][CH:11]=[CH:12][CH:13]=2)=[O:8])[CH2:2][CH2:3]1. The yield is 0.920. (3) The reactants are [C:1]([O:8][C:9]([O:11][C:12]([CH3:15])([CH3:14])[CH3:13])=[O:10])(OC(C)(C)C)=O.OC1[CH:26]=[C:25]2[C:20]([CH:21]=[CH:22][CH:23]=[N:24]2)=[CH:19][CH:18]=1. The yield is 0.970. The product is [C:9](=[O:10])([O:8][C:1]1[CH:26]=[C:25]2[C:20]([CH:21]=[CH:22][CH:23]=[N:24]2)=[CH:19][CH:18]=1)[O:11][C:12]([CH3:13])([CH3:14])[CH3:15]. The catalyst is CN(C)C1C=CN=CC=1.CN(C=O)C.CCOC(C)=O.